Task: Predict the product of the given reaction.. Dataset: Forward reaction prediction with 1.9M reactions from USPTO patents (1976-2016) (1) Given the reactants [CH3:1][CH:2]([CH3:12])[C@H:3]([NH:10][CH3:11])[CH2:4][N:5]1[CH2:8][CH:7]([OH:9])[CH2:6]1.CCN(C(C)C)C(C)C.[Cl:22][C:23]1[CH:31]=[CH:30][C:26]([C:27]([OH:29])=O)=[CH:25][CH:24]=1.CN(C(ON1N=NC2C=CC=CC1=2)=[N+](C)C)C.[B-](F)(F)(F)F.C([O-])(O)=O.[Na+], predict the reaction product. The product is: [Cl:22][C:23]1[CH:24]=[CH:25][C:26]([C:27]([N:10]([C@@H:3]([CH:2]([CH3:12])[CH3:1])[CH2:4][N:5]2[CH2:6][CH:7]([OH:9])[CH2:8]2)[CH3:11])=[O:29])=[CH:30][CH:31]=1. (2) Given the reactants [NH2:1][C:2]1[N:7]=[C:6]([NH:8][CH2:9][CH2:10][NH:11][C:12]2[CH:20]=[CH:19][C:15]([C:16]([OH:18])=O)=[C:14]([C:21]3[CH:26]=[CH:25][C:24]([Cl:27])=[CH:23][C:22]=3[Cl:28])[CH:13]=2)[CH:5]=[CH:4][C:3]=1[N+:29]([O-:31])=[O:30].CN(C(ON1N=[N:47][C:42]2[CH:43]=[CH:44][CH:45]=CC1=2)=[N+](C)C)C.F[P-](F)(F)(F)(F)F.[CH3:56][CH2:57][N:58](C(C)C)C(C)C, predict the reaction product. The product is: [NH2:1][C:2]1[N:7]=[C:6]([NH:8][CH2:9][CH2:10][NH:11][C:12]2[CH:20]=[CH:19][C:15]([C:16]([NH:58][CH2:57][CH2:56][N:47]3[CH2:42][CH2:43][CH2:44][CH2:45]3)=[O:18])=[C:14]([C:21]3[CH:26]=[CH:25][C:24]([Cl:27])=[CH:23][C:22]=3[Cl:28])[CH:13]=2)[CH:5]=[CH:4][C:3]=1[N+:29]([O-:31])=[O:30]. (3) Given the reactants [CH:1]1[NH:2][C:3]2[N:9]=[C:8]([NH2:10])[N:7]=[C:6](Cl)[C:4]=2[N:5]=1.C(N(CC)CC)C.C[O-:20].[Na+].O, predict the reaction product. The product is: [NH:7]1[C:6](=[O:20])[C:4]2[NH:5][CH:1]=[N:2][C:3]=2[N:9]=[C:8]1[NH2:10]. (4) Given the reactants [Cl:1][C:2]1[C:3]([F:31])=[C:4]([CH:8]2[C:12]([C:15]3[CH:20]=[CH:19][C:18]([Cl:21])=[CH:17][C:16]=3[F:22])([C:13]#[N:14])[CH:11]([CH2:23][C:24]([CH3:27])([CH3:26])[CH3:25])[NH:10][CH:9]2C(O)=O)[CH:5]=[CH:6][CH:7]=1.CN([C:35]([O:39]N1N=NC2C=CC=NC1=2)=[N+](C)C)C.F[P-](F)(F)(F)(F)F.CCN([CH:62]([CH3:64])[CH3:63])C(C)C.[NH2:65][CH:66](C(C)(C)C)[C:67]([O-:69])=[O:68].[CH2:74](Cl)Cl, predict the reaction product. The product is: [C:62]([O:69][C:67](=[O:68])[CH2:66][NH:65][C:35]([C@H:9]1[C@H:8]([C:4]2[CH:5]=[CH:6][CH:7]=[C:2]([Cl:1])[C:3]=2[F:31])[C@:12]([C:15]2[CH:20]=[CH:19][C:18]([Cl:21])=[CH:17][C:16]=2[F:22])([C:13]#[N:14])[C@H:11]([CH2:23][C:24]([CH3:26])([CH3:27])[CH3:25])[NH:10]1)=[O:39])([CH3:64])([CH3:74])[CH3:63]. (5) Given the reactants [C:1]([C@@H:8]([CH2:12][CH3:13])[CH:9](N)[OH:10])([O:3][C:4]([CH3:7])([CH3:6])[CH3:5])=[O:2].CC1(C)[N:20]([O])C(C)(C)CCC1.[Br-].[Na+].C(=O)([O-])O.[Na+], predict the reaction product. The product is: [C:4]([O:3][C:1]([C@:8]([NH2:20])([CH2:12][CH3:13])[CH:9]=[O:10])=[O:2])([CH3:7])([CH3:6])[CH3:5]. (6) Given the reactants [CH3:1][O:2][C:3]1[CH:4]=[C:5]2[C:10](=[CH:11][CH:12]=1)[C:9]([O:13][C:14]1[CH:19]=[CH:18][C:17]([O:20][CH2:21][CH2:22][N:23]3[CH2:28][CH2:27][CH2:26][CH2:25][CH2:24]3)=[CH:16][CH:15]=1)=[C:8](OS(C(F)(F)F)(=O)=O)[CH:7]=[CH:6]2.[N:37]1([C:43]([C:45]2[CH:46]=[C:47](B(O)O)[CH:48]=[CH:49][CH:50]=2)=[O:44])[CH2:42][CH2:41][O:40][CH2:39][CH2:38]1.C(=O)([O-])[O-].[Na+].[Na+], predict the reaction product. The product is: [CH3:1][O:2][C:3]1[CH:4]=[C:5]2[C:10](=[CH:11][CH:12]=1)[C:9]([O:13][C:14]1[CH:19]=[CH:18][C:17]([O:20][CH2:21][CH2:22][N:23]3[CH2:28][CH2:27][CH2:26][CH2:25][CH2:24]3)=[CH:16][CH:15]=1)=[C:8]([C:47]1[CH:46]=[C:45]([C:43]([N:37]3[CH2:42][CH2:41][O:40][CH2:39][CH2:38]3)=[O:44])[CH:50]=[CH:49][CH:48]=1)[CH:7]=[CH:6]2.